Task: Predict which catalyst facilitates the given reaction.. Dataset: Catalyst prediction with 721,799 reactions and 888 catalyst types from USPTO (1) Reactant: [CH3:1][N:2]1[CH:6]=[CH:5][CH:4]=[C:3]1[C:7](=[O:9])[CH3:8].ClS([N:14]=[C:15]=O)(=O)=O.CN(C)C=O.C(=O)([O-])[O-].[Na+].[Na+]. Product: [C:7]([C:3]1[N:2]([CH3:1])[CH:6]=[C:5]([C:15]#[N:14])[CH:4]=1)(=[O:9])[CH3:8]. The catalyst class is: 2. (2) Reactant: [NH:1]1[CH2:6][CH2:5][CH:4]([C:7]([C:9]2[CH:14]=[CH:13][CH:12]=[CH:11][C:10]=2[O:15][C:16]([F:19])([F:18])[F:17])=[O:8])[CH2:3][CH2:2]1.CCN(CC)CC.Br[CH2:28][C:29]([O:31][CH2:32][CH3:33])=[O:30]. Product: [CH2:32]([O:31][C:29](=[O:30])[CH2:28][N:1]1[CH2:6][CH2:5][CH:4]([C:7](=[O:8])[C:9]2[CH:14]=[CH:13][CH:12]=[CH:11][C:10]=2[O:15][C:16]([F:17])([F:18])[F:19])[CH2:3][CH2:2]1)[CH3:33]. The catalyst class is: 10. (3) Reactant: [C:1]1([N:7]2[C:11]([C:12]3[C:17](=[O:18])[CH:16]=[CH:15][N:14]([CH:19]4[CH2:24][CH2:23][NH:22][CH2:21][CH2:20]4)[N:13]=3)=[CH:10][CH:9]=[N:8]2)[CH:6]=[CH:5][CH:4]=[CH:3][CH:2]=1.C(N(CC)CC)C.[C:32](Cl)(=[O:34])[CH3:33]. Product: [C:32]([N:22]1[CH2:23][CH2:24][CH:19]([N:14]2[CH:15]=[CH:16][C:17](=[O:18])[C:12]([C:11]3[N:7]([C:1]4[CH:2]=[CH:3][CH:4]=[CH:5][CH:6]=4)[N:8]=[CH:9][CH:10]=3)=[N:13]2)[CH2:20][CH2:21]1)(=[O:34])[CH3:33]. The catalyst class is: 56. (4) Reactant: [F:1][C:2]1[CH:7]=[CH:6][C:5]([C:8]2[C:12]3=[N:13][CH:14]=[CH:15][CH:16]=[C:11]3[NH:10][C:9]=2[C:17]2[CH:22]=[CH:21][N:20]=[C:19]([C:23]#[N:24])[CH:18]=2)=[CH:4][CH:3]=1.[OH-:25].[K+]. Product: [F:1][C:2]1[CH:7]=[CH:6][C:5]([C:8]2[C:12]3=[N:13][CH:14]=[CH:15][CH:16]=[C:11]3[NH:10][C:9]=2[C:17]2[CH:22]=[CH:21][N:20]=[C:19]([C:23]([NH2:24])=[O:25])[CH:18]=2)=[CH:4][CH:3]=1. The catalyst class is: 107.